This data is from Reaction yield outcomes from USPTO patents with 853,638 reactions. The task is: Predict the reaction yield, written as a fraction of the theoretical maximum amount of product (1.0 means a 100% yield; for example, 0.34 means a 34% yield). (1) The reactants are [H-].[Al+3].[Li+].[H-].[H-].[H-].C[O:8][C:9](=O)[CH2:10][NH:11][CH2:12][C:13]1[CH:18]=[CH:17][C:16]([C:19]([N:21]2[CH2:30][C:29]3[CH:28]=[N:27][N:26]([CH3:31])[C:25]=3[NH:24][C:23]3[CH:32]=[C:33]([Cl:36])[CH:34]=[CH:35][C:22]2=3)=[O:20])=[CH:15][C:14]=1[F:37].C1C(N=NC2C3C=CC(S([O-])(=O)=O)=CC=3C=CC=2O)=CC=C(S([O-])(=O)=O)C=1.[Na+].[Na+]. The catalyst is C1COCC1. The product is [Cl:36][C:33]1[CH:34]=[CH:35][C:22]2[N:21]([C:19]([C:16]3[CH:17]=[CH:18][C:13]([CH2:12][NH:11][CH2:10][CH2:9][OH:8])=[C:14]([F:37])[CH:15]=3)=[O:20])[CH2:30][C:29]3[CH:28]=[N:27][N:26]([CH3:31])[C:25]=3[NH:24][C:23]=2[CH:32]=1. The yield is 0.280. (2) The reactants are [S:1]1[CH:5]=[CH:4][C:3]([N:6]2[C:14]3[C:9](=[CH:10][CH:11]=[CH:12][CH:13]=3)[C:8](=O)[C:7]2=[O:16])=[CH:2]1.[NH2:17][C:18]1[CH:23]=[CH:22][C:21]([CH3:24])=[CH:20][CH:19]=1. The catalyst is CC(O)=O.CO. The product is [CH3:24][C:21]1[CH:22]=[CH:23][C:18](/[N:17]=[C:8]2/[C:7](=[O:16])[N:6]([C:3]3[CH:4]=[CH:5][S:1][CH:2]=3)[C:14]3[C:9]/2=[CH:10][CH:11]=[CH:12][CH:13]=3)=[CH:19][CH:20]=1. The yield is 0.500. (3) The reactants are [Cl:1][C:2]1[CH:10]=[C:9]([CH:11]([O:14][CH2:15][C:16]2([C:29]3[CH:34]=[CH:33][C:32]([F:35])=[CH:31][CH:30]=3)[CH2:21][CH2:20][N:19]([C:22]([O:24][C:25]([CH3:28])([CH3:27])[CH3:26])=[O:23])[CH2:18][CH2:17]2)[CH:12]=O)[C:8]2[C:4](=[CH:5][N:6]([CH2:36][O:37][CH2:38][CH2:39][Si:40]([CH3:43])([CH3:42])[CH3:41])[N:7]=2)[CH:3]=1.[CH3:44][NH:45][CH3:46].C([BH3-])#N.[Na+].CC(O)=O. The catalyst is C(#N)C.CC(O)=O. The product is [Cl:1][C:2]1[CH:10]=[C:9]([CH:11]([O:14][CH2:15][C:16]2([C:29]3[CH:30]=[CH:31][C:32]([F:35])=[CH:33][CH:34]=3)[CH2:17][CH2:18][N:19]([C:22]([O:24][C:25]([CH3:28])([CH3:26])[CH3:27])=[O:23])[CH2:20][CH2:21]2)[CH2:12][N:45]([CH3:46])[CH3:44])[C:8]2[C:4](=[CH:5][N:6]([CH2:36][O:37][CH2:38][CH2:39][Si:40]([CH3:43])([CH3:41])[CH3:42])[N:7]=2)[CH:3]=1. The yield is 0.645. (4) The reactants are Cl[C:2]1[N:3]=[C:4]([N:11]2[CH2:16][CH2:15][O:14][CH2:13][CH2:12]2)[C:5]2[CH:10]=[CH:9][NH:8][C:6]=2[N:7]=1.[OH:17][CH2:18][C:19]1[CH:20]=[C:21](B(O)O)[CH:22]=[CH:23][CH:24]=1.C(=O)(O)[O-].[Na+]. The catalyst is C1C=CC([P]([Pd]([P](C2C=CC=CC=2)(C2C=CC=CC=2)C2C=CC=CC=2)([P](C2C=CC=CC=2)(C2C=CC=CC=2)C2C=CC=CC=2)[P](C2C=CC=CC=2)(C2C=CC=CC=2)C2C=CC=CC=2)(C2C=CC=CC=2)C2C=CC=CC=2)=CC=1.COCCOC. The product is [N:11]1([C:4]2[C:5]3[CH:10]=[CH:9][NH:8][C:6]=3[N:7]=[C:2]([C:23]3[CH:24]=[C:19]([CH2:18][OH:17])[CH:20]=[CH:21][CH:22]=3)[N:3]=2)[CH2:16][CH2:15][O:14][CH2:13][CH2:12]1. The yield is 0.500. (5) The reactants are [CH3:1][S-:2].[Na+].CS(O[CH2:9][C:10]1([C:13]([O:15][CH2:16][CH3:17])=[O:14])[CH2:12][CH2:11]1)(=O)=O. The catalyst is CN(C)C=O.O. The product is [CH3:1][S:2][CH2:9][C:10]1([C:13]([O:15][CH2:16][CH3:17])=[O:14])[CH2:11][CH2:12]1. The yield is 1.00. (6) The reactants are [NH2:1][C:2]1[CH:7]=[CH:6][C:5]([CH3:8])=[CH:4][C:3]=1[C:9]([CH:11]1[CH2:13][CH2:12]1)=[O:10].CON(C)[C:17]([CH:19]1CCCC[CH2:20]1)=O. No catalyst specified. The product is [NH2:1][C:2]1[CH:7]=[CH:6][C:5]([CH3:8])=[CH:4][C:3]=1[C:9]([CH:11]1[CH2:13][CH2:12][CH2:20][CH2:19][CH2:17]1)=[O:10]. The yield is 0.750. (7) The reactants are [F:1][C:2]1[CH:7]=[CH:6][C:5]([NH2:8])=[CH:4][CH:3]=1.C1N=CN([C:14](N2C=NC=C2)=[O:15])C=1.[CH2:21]([O:23][C:24](=[O:43])[CH2:25][CH2:26][C:27]1[CH:32]=[CH:31][CH:30]=[C:29]([N:33]2[C:37]([NH2:38])=[CH:36][C:35]([C:39]([CH3:42])([CH3:41])[CH3:40])=[N:34]2)[CH:28]=1)[CH3:22].O. The catalyst is CN(C=O)C. The product is [CH2:21]([O:23][C:24](=[O:43])[CH2:25][CH2:26][C:27]1[CH:32]=[CH:31][CH:30]=[C:29]([N:33]2[C:37]([NH:38][C:14]([NH:8][C:5]3[CH:6]=[CH:7][C:2]([F:1])=[CH:3][CH:4]=3)=[O:15])=[CH:36][C:35]([C:39]([CH3:42])([CH3:41])[CH3:40])=[N:34]2)[CH:28]=1)[CH3:22]. The yield is 0.330. (8) The reactants are Cl[C:2]1[N:7]=[C:6]([NH:8][C:9]([C:11]2([C:14]3[CH:15]=[CH:16][C:17]4[O:21][CH2:20][CH2:19][C:18]=4[CH:22]=3)[CH2:13][CH2:12]2)=[O:10])[CH:5]=[C:4]([CH3:23])[CH:3]=1.[CH3:24][O:25][C:26]1[C:31](B(O)O)=[CH:30][CH:29]=[CH:28][N:27]=1.C([O-])([O-])=O.[Na+].[Na+]. The catalyst is COCCOC.C1C=CC([P]([Pd]([P](C2C=CC=CC=2)(C2C=CC=CC=2)C2C=CC=CC=2)([P](C2C=CC=CC=2)(C2C=CC=CC=2)C2C=CC=CC=2)[P](C2C=CC=CC=2)(C2C=CC=CC=2)C2C=CC=CC=2)(C2C=CC=CC=2)C2C=CC=CC=2)=CC=1. The product is [O:21]1[C:17]2[CH:16]=[CH:15][C:14]([C:11]3([C:9]([NH:8][C:6]4[N:7]=[C:2]([C:31]5[C:26]([O:25][CH3:24])=[N:27][CH:28]=[CH:29][CH:30]=5)[CH:3]=[C:4]([CH3:23])[CH:5]=4)=[O:10])[CH2:13][CH2:12]3)=[CH:22][C:18]=2[CH2:19][CH2:20]1. The yield is 0.380. (9) The reactants are [H-].[Al+3].[Li+].[H-].[H-].[H-].[Br:7][C:8](=[CH2:19])[CH2:9][CH:10]([C:15](OC)=[O:16])[C:11](OC)=[O:12].C([O-])(=O)CC([O-])=O. The catalyst is C(OCC)C. The product is [Br:7][C:8](=[CH2:19])[CH2:9][CH:10]([CH2:15][OH:16])[CH2:11][OH:12]. The yield is 0.860.